This data is from Full USPTO retrosynthesis dataset with 1.9M reactions from patents (1976-2016). The task is: Predict the reactants needed to synthesize the given product. (1) Given the product [C:20]([C:17]1[CH:18]=[CH:19][C:14]([N:13]2[CH2:6][CH2:7][CH:5]([C:8]([OH:9])=[O:10])[C:4]2=[O:11])=[CH:15][CH:16]=1)(=[O:22])[CH3:21], predict the reactants needed to synthesize it. The reactants are: CC1(C)[O:9][C:8](=[O:10])[C:5]2([CH2:7][CH2:6]2)[C:4](=[O:11])O1.[NH2:13][C:14]1[CH:19]=[CH:18][C:17]([C:20](=[O:22])[CH3:21])=[CH:16][CH:15]=1. (2) Given the product [Cl-:1].[Mg+2:2].[Cl-:1].[CH2:13]([OH:14])[C@H:11]([C@H:9]([C@@H:7]([C@@H:5]([CH2:4][OH:15])[OH:6])[OH:8])[OH:10])[OH:12], predict the reactants needed to synthesize it. The reactants are: [Cl-:1].[Mg+2:2].[Cl-].[CH2:4]([OH:15])[C@H:5]([C@H:7]([C@@H:9]([C@@H:11]([CH2:13][OH:14])[OH:12])[OH:10])[OH:8])[OH:6].Cl.